The task is: Regression. Given two drug SMILES strings and cell line genomic features, predict the synergy score measuring deviation from expected non-interaction effect.. This data is from NCI-60 drug combinations with 297,098 pairs across 59 cell lines. (1) Cell line: PC-3. Drug 1: C1CC(C1)(C(=O)O)C(=O)O.[NH2-].[NH2-].[Pt+2]. Drug 2: C#CCC(CC1=CN=C2C(=N1)C(=NC(=N2)N)N)C3=CC=C(C=C3)C(=O)NC(CCC(=O)O)C(=O)O. Synergy scores: CSS=69.2, Synergy_ZIP=17.0, Synergy_Bliss=-1.07, Synergy_Loewe=73.1, Synergy_HSA=0.281. (2) Drug 1: CC(C1=C(C=CC(=C1Cl)F)Cl)OC2=C(N=CC(=C2)C3=CN(N=C3)C4CCNCC4)N. Drug 2: CCCS(=O)(=O)NC1=C(C(=C(C=C1)F)C(=O)C2=CNC3=C2C=C(C=N3)C4=CC=C(C=C4)Cl)F. Cell line: U251. Synergy scores: CSS=16.9, Synergy_ZIP=-2.98, Synergy_Bliss=2.99, Synergy_Loewe=1.08, Synergy_HSA=1.17.